Predict the reactants needed to synthesize the given product. From a dataset of Full USPTO retrosynthesis dataset with 1.9M reactions from patents (1976-2016). Given the product [CH:1]1([C:4]#[C:5][C:6]2[CH:7]=[CH:8][C:9]([C:12]([OH:14])=[O:13])=[N:10][CH:11]=2)[CH2:3][CH2:2]1, predict the reactants needed to synthesize it. The reactants are: [CH:1]1([C:4]#[C:5][C:6]2[CH:7]=[CH:8][C:9]([C:12]([O:14]C)=[O:13])=[N:10][CH:11]=2)[CH2:3][CH2:2]1.[OH-].[K+].O.Cl.